This data is from Reaction yield outcomes from USPTO patents with 853,638 reactions. The task is: Predict the reaction yield, written as a fraction of the theoretical maximum amount of product (1.0 means a 100% yield; for example, 0.34 means a 34% yield). (1) The reactants are [C:1]1([S:11]([NH2:14])(=[O:13])=[O:12])[C:2]([S:7]([NH2:10])(=[O:9])=[O:8])=[CH:3][CH:4]=[CH:5][CH:6]=1.[Br:15][C:16]1[CH:24]=[CH:23][C:19]([C:20](O)=[O:21])=[CH:18][CH:17]=1.C(Cl)CCl. The catalyst is CN(C1C=CN=CC=1)C.CN(C=O)C.O. The product is [Br:15][C:16]1[CH:24]=[CH:23][C:19]([C:20]([NH:10][S:7]([C:2]2[CH:3]=[CH:4][CH:5]=[CH:6][C:1]=2[S:11](=[O:13])(=[O:12])[NH2:14])(=[O:9])=[O:8])=[O:21])=[CH:18][CH:17]=1. The yield is 0.430. (2) The reactants are [CH3:1][O:2][C:3]1[CH:4]=[C:5]2[C:10](=[CH:11][C:12]=1[O:13][CH3:14])[N:9]=[CH:8][CH:7]=[C:6]2[O:15][C:16]1[CH:22]=[CH:21][C:19]([NH2:20])=[C:18]([CH3:23])[C:17]=1[CH3:24].Cl[C:26](Cl)([O:28][C:29](=[O:35])OC(Cl)(Cl)Cl)Cl.[CH3:37][C:38](=C)[CH2:39]O.C(=O)(O)[O-].[Na+]. The catalyst is C(Cl)Cl.C(N(CC)CC)C.C1(C)C=CC=CC=1. The product is [CH3:1][O:2][C:3]1[CH:4]=[C:5]2[C:10](=[CH:11][C:12]=1[O:13][CH3:14])[N:9]=[CH:8][CH:7]=[C:6]2[O:15][C:16]1[CH:22]=[CH:21][C:19]([NH:20][C:29](=[O:35])[O:28][CH2:26][C:38]([CH3:39])=[CH2:37])=[C:18]([CH3:23])[C:17]=1[CH3:24]. The yield is 0.580. (3) The reactants are Cl.[CH3:2][C:3]1[CH:4]=[CH:5][C:6]2[C:12]([NH2:13])=[N:11][C:10]3[CH:14]=[CH:15][CH:16]=[CH:17][C:9]=3[NH:8][C:7]=2[CH:18]=1.[CH3:19][N:20]1[CH2:25][CH2:24]N[CH2:22][CH2:21]1.[CH:26](N(CC)C(C)C)(C)C.CS(C)=O. The catalyst is Cl.C(OCC)(=O)C.C1(C)C=CC=CC=1. The product is [CH3:2][C:3]1([CH3:26])[CH:18]=[C:7]2[NH:8][C:9]3[CH:17]=[CH:16][CH:15]=[CH:14][C:10]=3[N:11]=[C:12]([N:13]3[CH2:24][CH2:25][N:20]([CH3:19])[CH2:21][CH2:22]3)[C:6]2=[CH:5][CH2:4]1. The yield is 0.420. (4) The catalyst is C(Cl)Cl. The product is [NH2:31][CH2:30][CH:27]1[CH2:26][CH2:25][N:24]([C:17]2[CH:18]=[CH:19][CH:20]=[C:21]3[C:16]=2[N:15]=[C:14]([C:11]2[N:8]4[CH:9]=[CH:10][C:5]([CH:2]([OH:1])[CH2:3][OH:4])=[CH:6][C:7]4=[N:13][N:12]=2)[CH:23]=[CH:22]3)[CH2:29][CH2:28]1. The yield is 1.00. The reactants are [OH:1][CH:2]([C:5]1[CH:10]=[CH:9][N:8]2[C:11]([C:14]3[CH:23]=[CH:22][C:21]4[C:16](=[C:17]([N:24]5[CH2:29][CH2:28][CH:27]([CH2:30][NH:31]C(=O)OC(C)(C)C)[CH2:26][CH2:25]5)[CH:18]=[CH:19][CH:20]=4)[N:15]=3)=[N:12][N:13]=[C:7]2[CH:6]=1)[CH2:3][OH:4].C(O)(C(F)(F)F)=O.